This data is from Peptide-MHC class II binding affinity with 134,281 pairs from IEDB. The task is: Regression. Given a peptide amino acid sequence and an MHC pseudo amino acid sequence, predict their binding affinity value. This is MHC class II binding data. (1) The peptide sequence is THSWEYWGAQLNAMK. The MHC is HLA-DQA10301-DQB10302 with pseudo-sequence HLA-DQA10301-DQB10302. The binding affinity (normalized) is 0.349. (2) The peptide sequence is EMETESWIVDRQWAQ. The MHC is DRB1_0802 with pseudo-sequence DRB1_0802. The binding affinity (normalized) is 0.0954.